Dataset: Full USPTO retrosynthesis dataset with 1.9M reactions from patents (1976-2016). Task: Predict the reactants needed to synthesize the given product. Given the product [F:1][C:2]1[CH:7]=[CH:6][CH:5]=[C:4]([F:8])[C:3]=1[N:9]1[C:14]2[N:15]=[C:16]([S:29][CH3:30])[N:17]=[C:18]([C:19]3[CH:20]=[C:21]([CH:25]=[CH:26][C:27]=3[CH3:28])[C:22]([NH:35][CH:32]([CH3:34])[CH3:33])=[O:23])[C:13]=2[CH2:12][NH:11][C:10]1=[O:31], predict the reactants needed to synthesize it. The reactants are: [F:1][C:2]1[CH:7]=[CH:6][CH:5]=[C:4]([F:8])[C:3]=1[N:9]1[C:14]2[N:15]=[C:16]([S:29][CH3:30])[N:17]=[C:18]([C:19]3[CH:20]=[C:21]([CH:25]=[CH:26][C:27]=3[CH3:28])[C:22](O)=[O:23])[C:13]=2[CH2:12][NH:11][C:10]1=[O:31].[CH:32]([NH2:35])([CH3:34])[CH3:33].CN(C(ON1N=NC2C=CC=NC1=2)=[N+](C)C)C.F[P-](F)(F)(F)(F)F.C(N(C(C)C)CC)(C)C.